From a dataset of Peptide-MHC class I binding affinity with 185,985 pairs from IEDB/IMGT. Regression. Given a peptide amino acid sequence and an MHC pseudo amino acid sequence, predict their binding affinity value. This is MHC class I binding data. (1) The peptide sequence is AVVADLSAR. The MHC is HLA-A33:01 with pseudo-sequence HLA-A33:01. The binding affinity (normalized) is 0.393. (2) The peptide sequence is YCDPKRYFV. The MHC is HLA-A01:01 with pseudo-sequence HLA-A01:01. The binding affinity (normalized) is 0.153. (3) The binding affinity (normalized) is 0.379. The peptide sequence is ITFLRVLSIP. The MHC is HLA-A30:01 with pseudo-sequence HLA-A30:01.